From a dataset of Full USPTO retrosynthesis dataset with 1.9M reactions from patents (1976-2016). Predict the reactants needed to synthesize the given product. (1) Given the product [Cl:8][C:5]1[CH:4]=[C:3]2[C:2](=[CH:7][CH:6]=1)[N:1]=[C:21]([CH:17]1[CH2:20][CH2:19][CH2:18]1)[C:22]([C:23]#[N:24])=[C:9]2[C:11]1[CH:16]=[CH:15][CH:14]=[CH:13][CH:12]=1, predict the reactants needed to synthesize it. The reactants are: [NH2:1][C:2]1[CH:7]=[CH:6][C:5]([Cl:8])=[CH:4][C:3]=1[C:9]([C:11]1[CH:16]=[CH:15][CH:14]=[CH:13][CH:12]=1)=O.[CH:17]1([C:21](=O)[CH2:22][C:23]#[N:24])[CH2:20][CH2:19][CH2:18]1. (2) Given the product [Cl:24][C:21]1[CH:22]=[CH:23][C:18]([C@@:14]2([OH:17])[CH2:15][CH2:16][N:11]([C:9](=[O:10])[C@H:8]([NH:7][C:5]([C:4]3[CH:3]=[C:2]([C:40]4[CH:41]=[CH:42][C:37]([C:35]([O:34][CH3:33])=[O:36])=[CH:38][CH:39]=4)[CH:32]=[CH:31][CH:30]=3)=[O:6])[CH:27]([CH3:29])[CH3:28])[CH2:12][C:13]2([CH3:26])[CH3:25])=[CH:19][CH:20]=1, predict the reactants needed to synthesize it. The reactants are: Br[C:2]1[CH:3]=[C:4]([CH:30]=[CH:31][CH:32]=1)[C:5]([NH:7][C@H:8]([CH:27]([CH3:29])[CH3:28])[C:9]([N:11]1[CH2:16][CH2:15][C@@:14]([C:18]2[CH:23]=[CH:22][C:21]([Cl:24])=[CH:20][CH:19]=2)([OH:17])[C:13]([CH3:26])([CH3:25])[CH2:12]1)=[O:10])=[O:6].[CH3:33][O:34][C:35]([C:37]1[CH:42]=[CH:41][C:40](B(O)O)=[CH:39][CH:38]=1)=[O:36].C(=O)([O-])[O-].[Cs+].[Cs+]. (3) Given the product [Br:1][C:2]1[N:3]=[C:4]2[CH:9]=[CH:10][NH:8][C:5]2=[N:6][CH:7]=1, predict the reactants needed to synthesize it. The reactants are: [Br:1][C:2]1[N:3]=[C:4]([C:9]#[C:10][Si](C)(C)C)[C:5]([NH2:8])=[N:6][CH:7]=1.CC(C)([O-])C.[K+]. (4) The reactants are: FC(F)(F)C1C=C(NC(=O)NC2C=CC(C3SC(CCC(OC)=O)=NC=3)=CC=2)C=CC=1.[NH2:32][C:33]1[CH:38]=[CH:37][C:36]([C:39]2[S:43][C:42]([CH2:44][CH2:45][CH2:46][C:47]([O:49][CH3:50])=[O:48])=[N:41][CH:40]=2)=[CH:35][CH:34]=1.[Cl:51][C:52]1[CH:57]=[CH:56][CH:55]=[CH:54][C:53]=1[N:58]=[C:59]=[O:60]. Given the product [Cl:51][C:52]1[CH:57]=[CH:56][CH:55]=[CH:54][C:53]=1[NH:58][C:59](=[O:60])[NH:32][C:33]1[CH:34]=[CH:35][C:36]([C:39]2[S:43][C:42]([CH2:44][CH2:45][CH2:46][C:47]([O:49][CH3:50])=[O:48])=[N:41][CH:40]=2)=[CH:37][CH:38]=1, predict the reactants needed to synthesize it. (5) Given the product [Cl:1][C:2]1[C:16]([O:47][C:44]2[CH:45]=[C:46]3[C:41](=[CH:42][CH:43]=2)[N:40]=[CH:39][N:38]=[C:37]3[NH:36][C:33]2[CH:34]=[CH:35][N:31]([CH3:30])[N:32]=2)=[N:15][CH:14]=[CH:13][C:3]=1[C:4]([N:6]([CH2:8][CH2:9][N:10]([CH3:12])[CH3:11])[CH3:7])=[O:5], predict the reactants needed to synthesize it. The reactants are: [Cl:1][C:2]1[C:16](F)=[N:15][CH:14]=[CH:13][C:3]=1[C:4]([N:6]([CH2:8][CH2:9][N:10]([CH3:12])[CH3:11])[CH3:7])=[O:5].CC(C)([O-])C.[K+].CN(C)C(=O)C.[CH3:30][N:31]1[CH:35]=[CH:34][C:33]([NH:36][C:37]2[C:46]3[C:41](=[CH:42][CH:43]=[C:44]([OH:47])[CH:45]=3)[N:40]=[CH:39][N:38]=2)=[N:32]1. (6) Given the product [Cl:1][C:2]1[CH:10]=[C:9]2[C:5]([C:6]([C:11]([N:13]3[CH2:14][CH2:15][CH:16]([C:19]4[CH:24]=[CH:23][CH:22]=[CH:21][C:20]=4[C:25]([F:28])([F:27])[F:26])[CH2:17][CH2:18]3)=[O:12])=[CH:7][N:8]2[CH2:30][C:31]([N:33]([CH3:35])[CH3:34])=[O:32])=[CH:4][CH:3]=1, predict the reactants needed to synthesize it. The reactants are: [Cl:1][C:2]1[CH:10]=[C:9]2[C:5]([C:6]([C:11]([N:13]3[CH2:18][CH2:17][CH:16]([C:19]4[CH:24]=[CH:23][CH:22]=[CH:21][C:20]=4[C:25]([F:28])([F:27])[F:26])[CH2:15][CH2:14]3)=[O:12])=[CH:7][NH:8]2)=[CH:4][CH:3]=1.Cl[CH2:30][C:31]([N:33]([CH3:35])[CH3:34])=[O:32]. (7) Given the product [CH3:19][O:18][S:15]([O-:20])(=[O:17])=[O:16].[OH:4][CH2:3][CH2:2][NH3+:1], predict the reactants needed to synthesize it. The reactants are: [N:1](CCO)(CCO)[CH2:2][CH2:3][OH:4].C(O)(C)C.[S:15]([O:20]C)([O:18][CH3:19])(=[O:17])=[O:16]. (8) The reactants are: [F:1][CH:2]([F:26])[O:3][CH2:4][C@@H:5]([O:7][C:8]1[CH:9]=[C:10]([CH:15]=[C:16]([O:18]CC2C=CC=CC=2)[CH:17]=1)[C:11]([O:13][CH3:14])=[O:12])[CH3:6]. Given the product [F:1][CH:2]([F:26])[O:3][CH2:4][C@@H:5]([O:7][C:8]1[CH:9]=[C:10]([CH:15]=[C:16]([OH:18])[CH:17]=1)[C:11]([O:13][CH3:14])=[O:12])[CH3:6], predict the reactants needed to synthesize it. (9) Given the product [CH3:33][O:34][C:35]1[N:36]=[CH:37][C:38]([C:41]2[NH:45][C:44]([CH:46]3[CH2:51][CH2:50][N:49]([CH2:16][C:15]4[CH:14]=[CH:13][C:12]([C:6]5[C:5]([C:20]6[CH:21]=[CH:22][CH:23]=[CH:24][CH:25]=6)=[CH:4][C:3]6[C:2](=[O:1])[NH:11][CH:10]=[CH:9][C:8]=6[N:7]=5)=[CH:19][CH:18]=4)[CH2:48][CH2:47]3)=[N:43][N:42]=2)=[CH:39][CH:40]=1, predict the reactants needed to synthesize it. The reactants are: [O:1]=[C:2]1[NH:11][CH:10]=[CH:9][C:8]2[N:7]=[C:6]([C:12]3[CH:19]=[CH:18][C:15]([CH:16]=O)=[CH:14][CH:13]=3)[C:5]([C:20]3[CH:25]=[CH:24][CH:23]=[CH:22][CH:21]=3)=[CH:4][C:3]1=2.FC(F)(F)C(O)=O.[CH3:33][O:34][C:35]1[CH:40]=[CH:39][C:38]([C:41]2[NH:45][C:44]([CH:46]3[CH2:51][CH2:50][NH:49][CH2:48][CH2:47]3)=[N:43][N:42]=2)=[CH:37][N:36]=1.C(O[BH-](OC(=O)C)OC(=O)C)(=O)C.[Na+]. (10) Given the product [Br:22][CH2:21][C:14]1[S:13][C:12]([N:3]2[C:2](=[O:1])[C:10]3[C:5](=[CH:6][CH:7]=[CH:8][CH:9]=3)[C:4]2=[O:11])=[C:16]([C:17]([O:19][CH3:20])=[O:18])[CH:15]=1, predict the reactants needed to synthesize it. The reactants are: [O:1]=[C:2]1[C:10]2[C:5](=[CH:6][CH:7]=[CH:8][CH:9]=2)[C:4](=[O:11])[N:3]1[C:12]1[S:13][C:14]([CH3:21])=[CH:15][C:16]=1[C:17]([O:19][CH3:20])=[O:18].[Br:22]N1C(=O)CCC1=O.